Dataset: Catalyst prediction with 721,799 reactions and 888 catalyst types from USPTO. Task: Predict which catalyst facilitates the given reaction. (1) Reactant: C([O-])([O-])=O.[K+].[K+].[F:7][C:8]1[CH:13]=[C:12]([OH:14])[C:11]([OH:15])=[C:10]([N+:16]([O-:18])=[O:17])[CH:9]=1.Br[CH2:20][CH2:21]Br. Product: [F:7][C:8]1[CH:9]=[C:10]([N+:16]([O-:18])=[O:17])[C:11]2[O:15][CH2:21][CH2:20][O:14][C:12]=2[CH:13]=1. The catalyst class is: 39. (2) Reactant: [N:1]([CH:4]([CH2:13][CH2:14][CH3:15])[CH:5]([OH:12])[C:6]([NH:8][CH:9]1[CH2:11][CH2:10]1)=[O:7])=[N+]=[N-]. Product: [NH2:1][CH:4]([CH2:13][CH2:14][CH3:15])[CH:5]([OH:12])[C:6]([NH:8][CH:9]1[CH2:10][CH2:11]1)=[O:7]. The catalyst class is: 43.